From a dataset of Forward reaction prediction with 1.9M reactions from USPTO patents (1976-2016). Predict the product of the given reaction. (1) The product is: [CH2:1]([N:8]1[CH2:13][CH2:12][C:11]2[NH:15][C:16](=[O:20])[CH:17]=[CH:18][C:10]=2[CH2:9]1)[C:2]1[CH:7]=[CH:6][CH:5]=[CH:4][CH:3]=1. Given the reactants [CH2:1]([N:8]1[CH2:13][CH2:12][C:11](=O)[CH2:10][CH2:9]1)[C:2]1[CH:7]=[CH:6][CH:5]=[CH:4][CH:3]=1.[NH:15]1C[CH2:18][CH2:17][CH2:16]1.[OH2:20], predict the reaction product. (2) The product is: [OH:16][C@@H:18]1[CH2:19][C:20]2[C:25](=[CH:24][CH:23]=[CH:22][CH:21]=2)[C@H:17]1[O:1][C:2]1[C:3]2[N:4]([C:11]([CH3:15])=[C:12]([CH3:14])[N:13]=2)[CH:5]=[C:6]([CH2:8][O:9][CH3:10])[CH:7]=1. Given the reactants [OH:1][C:2]1[C:3]2[N:4]([C:11]([CH3:15])=[C:12]([CH3:14])[N:13]=2)[CH:5]=[C:6]([CH2:8][O:9][CH3:10])[CH:7]=1.[O:16]1[CH:18]2[CH2:19][C:20]3[C:25]([CH:17]12)=[CH:24][CH:23]=[CH:22][CH:21]=3.C(N(CC)CC)C.[Cl-].[NH4+], predict the reaction product. (3) Given the reactants [CH2:1]([O:3][C:4]([C:6]1([C:9]2[CH:14]=[CH:13][C:12]([C:15]3[CH:20]=[CH:19][C:18]([C:21]4[O:25][N:24]=[C:23]([CH3:26])[C:22]=4[NH2:27])=[CH:17][CH:16]=3)=[CH:11][CH:10]=2)[CH2:8][CH2:7]1)=[O:5])[CH3:2].[CH2:28]([O:35][C:36]1[CH:41]=[CH:40][CH:39]=[C:38](Br)[N:37]=1)[C:29]1[CH:34]=[CH:33][CH:32]=[CH:31][CH:30]=1, predict the reaction product. The product is: [CH2:1]([O:3][C:4]([C:6]1([C:9]2[CH:10]=[CH:11][C:12]([C:15]3[CH:20]=[CH:19][C:18]([C:21]4[O:25][N:24]=[C:23]([CH3:26])[C:22]=4[NH:27][C:38]4[CH:39]=[CH:40][CH:41]=[C:36]([O:35][CH2:28][C:29]5[CH:30]=[CH:31][CH:32]=[CH:33][CH:34]=5)[N:37]=4)=[CH:17][CH:16]=3)=[CH:13][CH:14]=2)[CH2:8][CH2:7]1)=[O:5])[CH3:2]. (4) Given the reactants [CH2:1]([NH:3][CH2:4][C:5]1[CH:10]=[CH:9][C:8]([CH2:11][N:12]2[CH2:17][CH2:16][N:15]([C:18]3[C:23]([C:24]([O:26][CH:27]([CH3:29])[CH3:28])=[O:25])=[CH:22][CH:21]=[CH:20][N:19]=3)[CH2:14][CH2:13]2)=[CH:7][CH:6]=1)[CH3:2].[F:30][C:31]1[CH:32]=[C:33]([CH:36]=[CH:37][CH:38]=1)[CH:34]=O.C(O)(=O)C.C([BH3-])#N.[Na+], predict the reaction product. The product is: [CH2:1]([N:3]([CH2:4][C:5]1[CH:6]=[CH:7][C:8]([CH2:11][N:12]2[CH2:13][CH2:14][N:15]([C:18]3[C:23]([C:24]([O:26][CH:27]([CH3:28])[CH3:29])=[O:25])=[CH:22][CH:21]=[CH:20][N:19]=3)[CH2:16][CH2:17]2)=[CH:9][CH:10]=1)[CH2:34][C:33]1[CH:36]=[CH:37][CH:38]=[C:31]([F:30])[CH:32]=1)[CH3:2]. (5) The product is: [Br:5][C:6]1[CH:21]=[CH:20][C:9]2[C:10]3[N:11]([CH:15]=[C:16]([I:18])[N:17]=3)[CH2:12][CH2:13][O:14][C:8]=2[CH:7]=1. Given the reactants C([Mg]Br)C.[Br:5][C:6]1[CH:21]=[CH:20][C:9]2[C:10]3[N:11]([C:15](I)=[C:16]([I:18])[N:17]=3)[CH2:12][CH2:13][O:14][C:8]=2[CH:7]=1.[NH4+].[Cl-], predict the reaction product. (6) Given the reactants [NH:1]1[CH2:6][CH2:5][O:4][CH2:3][CH2:2]1.[Br:7][C:8]1[CH:13]=[CH:12][C:11]([CH2:14][CH2:15][C:16](Cl)=[O:17])=[CH:10][CH:9]=1, predict the reaction product. The product is: [Br:7][C:8]1[CH:9]=[CH:10][C:11]([CH2:14][CH2:15][C:16]([N:1]2[CH2:6][CH2:5][O:4][CH2:3][CH2:2]2)=[O:17])=[CH:12][CH:13]=1. (7) Given the reactants [CH3:1][O:2][C:3]1[CH:17]=[C:16]([O:18][CH3:19])[CH:15]=[CH:14][C:4]=1[CH2:5][NH:6][C:7]1[CH:12]=[CH:11][C:10]([F:13])=[CH:9][N:8]=1.[F:20][C:21]1[C:26]([Br:27])=[CH:25][C:24]([S:28](Cl)(=[O:30])=[O:29])=[CH:23][CH:22]=1, predict the reaction product. The product is: [Br:27][C:26]1[CH:25]=[C:24]([S:28]([N:6]([CH2:5][C:4]2[CH:14]=[CH:15][C:16]([O:18][CH3:19])=[CH:17][C:3]=2[O:2][CH3:1])[C:7]2[CH:12]=[CH:11][C:10]([F:13])=[CH:9][N:8]=2)(=[O:29])=[O:30])[CH:23]=[CH:22][C:21]=1[F:20]. (8) Given the reactants [Cl:1][C:2]1[C:3]([O:11][C:12]2[CH:13]=[C:14]([CH:19]=[CH:20][CH:21]=2)[C:15]([O:17]C)=[O:16])=[N:4][CH:5]=[C:6]([N+:8]([O-:10])=[O:9])[CH:7]=1.[OH-].[Na+].Cl, predict the reaction product. The product is: [Cl:1][C:2]1[C:3]([O:11][C:12]2[CH:13]=[C:14]([CH:19]=[CH:20][CH:21]=2)[C:15]([OH:17])=[O:16])=[N:4][CH:5]=[C:6]([N+:8]([O-:10])=[O:9])[CH:7]=1.